Dataset: Reaction yield outcomes from USPTO patents with 853,638 reactions. Task: Predict the reaction yield, written as a fraction of the theoretical maximum amount of product (1.0 means a 100% yield; for example, 0.34 means a 34% yield). The yield is 0.340. The catalyst is O1CCOCC1.[Cu]I. The reactants are Br[C:2]1[N:9]=[CH:8][CH:7]=[C:6]([Cl:10])[C:3]=1[CH:4]=[O:5].[C:11]12[CH2:23][CH2:22][CH2:21][CH2:20][C:19]=1[S:18][C:17]1[C:16](=[O:24])[NH:15][N:14]=[CH:13][C:12]2=1.C([O-])([O-])=O.[K+].[K+].COC1C2C(=C3C(=CC=2)C(OC)=CC=N3)N=CC=1. The product is [Cl:10][C:6]1[CH:7]=[CH:8][N:9]=[C:2]([N:15]2[C:16](=[O:24])[C:17]3[S:18][C:19]4[CH2:20][CH2:21][CH2:22][CH2:23][C:11]=4[C:12]=3[CH:13]=[N:14]2)[C:3]=1[CH:4]=[O:5].